This data is from Forward reaction prediction with 1.9M reactions from USPTO patents (1976-2016). The task is: Predict the product of the given reaction. (1) Given the reactants C(OC([NH:8][CH2:9][C:10]1[CH:15]=[CH:14][C:13]([CH2:16][C:17](=[O:25])[NH:18][C@H:19]([CH3:24])[C:20]([F:23])([F:22])[F:21])=[CH:12][CH:11]=1)=O)(C)(C)C.Cl, predict the reaction product. The product is: [CH3:24][C@@H:19]([NH:18][C:17]([CH2:16][C:13]1[CH:12]=[CH:11][C:10]([CH2:9][NH2:8])=[CH:15][CH:14]=1)=[O:25])[C:20]([F:23])([F:21])[F:22]. (2) Given the reactants C1(P(C2C=CC=CC=2)C2C=CC=CC=2)C=CC=CC=1.[Cl:20][C:21]1[CH:22]=[C:23]([CH:26]=[CH:27][C:28]=1[Cl:29])[CH2:24][OH:25].CC(OC(/N=N/C(OC(C)C)=O)=O)C.[O:44]=[C:45]1[CH:50]([N:51]2[C:59](=[O:60])[C:58]3[C:53](=[CH:54][CH:55]=[CH:56][C:57]=3O)[C:52]2=[O:62])[CH2:49][CH2:48][C:47](=[O:63])[NH:46]1, predict the reaction product. The product is: [Cl:20][C:21]1[CH:22]=[C:23]([CH:26]=[CH:27][C:28]=1[Cl:29])[CH2:24][O:25][C:54]1[CH:55]=[CH:56][CH:57]=[C:58]2[C:53]=1[C:52](=[O:62])[N:51]([CH:50]1[CH2:49][CH2:48][C:47](=[O:63])[NH:46][C:45]1=[O:44])[C:59]2=[O:60]. (3) Given the reactants C(OC([N:8]1[CH2:17][CH2:16][C:15]2[C:10](=[CH:11][CH:12]=[C:13]([O:18][CH:19]3[CH2:24][CH2:23][CH:22]([C:25]([CH3:28])([CH3:27])[CH3:26])[CH2:21][CH2:20]3)[CH:14]=2)[CH2:9]1)=O)(C)(C)C.O1CCOCC1.CCOCC.CS(C)=O.[ClH:44], predict the reaction product. The product is: [C:25]([CH:22]1[CH2:23][CH2:24][CH:19]([O:18][C:13]2[CH:14]=[C:15]3[C:10](=[CH:11][CH:12]=2)[CH2:9][NH:8][CH2:17][CH2:16]3)[CH2:20][CH2:21]1)([CH3:28])([CH3:26])[CH3:27].[ClH:44]. (4) Given the reactants C([O-])([O-])=O.[Na+].[Na+].Br[C:8]1[N:9]=[CH:10][C:11]([NH2:14])=[N:12][CH:13]=1.[Cl:15][C:16]1[CH:21]=[CH:20][C:19](OB(O)O)=[CH:18][CH:17]=1, predict the reaction product. The product is: [Cl:15][C:16]1[CH:21]=[CH:20][C:19]([C:8]2[N:9]=[CH:10][C:11]([NH2:14])=[N:12][CH:13]=2)=[CH:18][CH:17]=1. (5) Given the reactants [Br:1][C:2]1[CH:7]=[CH:6][C:5]([OH:8])=[C:4]([C:9]2[O:10][C:11]3[CH:17]=[CH:16][C:15]([CH3:18])=[CH:14][C:12]=3[N:13]=2)[CH:3]=1.Br[CH:20]1[CH2:24][CH2:23][CH2:22][CH2:21]1, predict the reaction product. The product is: [Br:1][C:2]1[CH:7]=[CH:6][C:5]([O:8][CH:20]2[CH2:24][CH2:23][CH2:22][CH2:21]2)=[C:4]([C:9]2[O:10][C:11]3[CH:17]=[CH:16][C:15]([CH3:18])=[CH:14][C:12]=3[N:13]=2)[CH:3]=1. (6) The product is: [F:1][C:2]1[CH:7]=[CH:6][C:5]([C:8]2[O:9][C:10]3[CH:19]=[C:18]([N+:20]([O-:22])=[O:21])[C:17]([O:23][CH:24]([CH3:25])[CH3:26])=[CH:16][C:11]=3[C:12]=2[C:13]([NH:27][CH2:28][CH2:29][NH:30][C:31](=[O:37])[O:32][C:33]([CH3:35])([CH3:34])[CH3:36])=[O:15])=[CH:4][CH:3]=1. Given the reactants [F:1][C:2]1[CH:7]=[CH:6][C:5]([C:8]2[O:9][C:10]3[CH:19]=[C:18]([N+:20]([O-:22])=[O:21])[C:17]([O:23][CH:24]([CH3:26])[CH3:25])=[CH:16][C:11]=3[C:12]=2[C:13]([OH:15])=O)=[CH:4][CH:3]=1.[NH2:27][CH2:28][CH2:29][NH:30][C:31](=[O:37])[O:32][C:33]([CH3:36])([CH3:35])[CH3:34].C(N(CC)C(C)C)(C)C.F[P-](F)(F)(F)(F)F.N1(O[P+](N(C)C)(N(C)C)N(C)C)C2C=CC=CC=2N=N1, predict the reaction product. (7) Given the reactants [OH:1][CH:2]1[CH:10](O)[CH2:9][CH:8]2[CH:4]([C:5](=[O:33])[N:6]([CH2:13][CH:14]([OH:32])[CH2:15][N:16]3[CH2:21][CH2:20][N:19]([C:22]4[CH:27]=[CH:26][CH:25]=[CH:24][C:23]=4[O:28][CH:29]([CH3:31])[CH3:30])[CH2:18][CH2:17]3)[C:7]2=[O:12])[CH2:3]1.C(N(S(F)(F)[F:40])CC)C, predict the reaction product. The product is: [F:40][CH:10]1[CH:2]([OH:1])[CH2:3][CH:4]2[CH:8]([C:7](=[O:12])[N:6]([CH2:13][CH:14]([OH:32])[CH2:15][N:16]3[CH2:21][CH2:20][N:19]([C:22]4[CH:27]=[CH:26][CH:25]=[CH:24][C:23]=4[O:28][CH:29]([CH3:31])[CH3:30])[CH2:18][CH2:17]3)[C:5]2=[O:33])[CH2:9]1. (8) Given the reactants [CH3:1][S:2][C:3]1[S:4][CH:5]=[CH:6][N:7]=1.[O:8]1[C:12]2([CH2:17][CH2:16][C:15](=[O:18])[CH2:14][CH2:13]2)[O:11][CH2:10][CH2:9]1, predict the reaction product. The product is: [CH3:1][S:2][C:3]1[S:4][C:5]([C:15]2([OH:18])[CH2:16][CH2:17][C:12]3([O:11][CH2:10][CH2:9][O:8]3)[CH2:13][CH2:14]2)=[CH:6][N:7]=1. (9) Given the reactants [F:1][C:2]1[CH:3]=[C:4]([CH2:19][OH:20])[CH:5]=[CH:6][C:7]=1[O:8][C:9]1[CH:10]=[N:11][C:12]([C:15]([F:18])([F:17])[F:16])=[CH:13][CH:14]=1.Cl[C:22]1[CH:33]=[C:26]2[N:27]([CH3:32])[C@H:28]([CH3:31])[CH2:29][CH2:30][N:25]2[C:24](=[O:34])[N:23]=1, predict the reaction product. The product is: [F:1][C:2]1[CH:3]=[C:4]([CH:5]=[CH:6][C:7]=1[O:8][C:9]1[CH:10]=[N:11][C:12]([C:15]([F:16])([F:17])[F:18])=[CH:13][CH:14]=1)[CH2:19][O:20][C:22]1[CH:33]=[C:26]2[N:27]([CH3:32])[C@H:28]([CH3:31])[CH2:29][CH2:30][N:25]2[C:24](=[O:34])[N:23]=1.